This data is from Forward reaction prediction with 1.9M reactions from USPTO patents (1976-2016). The task is: Predict the product of the given reaction. (1) Given the reactants [NH2:1][C:2]1([C:10]([CH3:11])=[CH:9][C:8](Br)=[CH:7][CH:6]1[N+:13]([O-])=O)[C:3]([OH:5])=[O:4], predict the reaction product. The product is: [NH2:1][C:2]1([C:10]([CH3:11])=[CH:9][CH:8]=[CH:7][CH:6]1[NH2:13])[C:3]([OH:5])=[O:4]. (2) Given the reactants [F:1][C:2]1[C:11]([CH:12]=[O:13])=[C:10]([F:14])[CH:9]=[C:8]2[C:3]=1[CH:4]=[CH:5][CH:6]=[N:7]2.[CH2:15]([Mg]I)C, predict the reaction product. The product is: [F:1][C:2]1[C:11]([CH:12]([OH:13])[CH3:15])=[C:10]([F:14])[CH:9]=[C:8]2[C:3]=1[CH:4]=[CH:5][CH:6]=[N:7]2.